This data is from Forward reaction prediction with 1.9M reactions from USPTO patents (1976-2016). The task is: Predict the product of the given reaction. (1) Given the reactants [CH2:1]([O:3][C:4]([N:6]1[CH2:11][CH2:10][CH:9]([C:12]2[C:20]3[C:15](=[CH:16][N:17]=[CH:18][CH:19]=3)[NH:14][CH:13]=2)[CH2:8][CH2:7]1)=[O:5])[CH3:2].[Cl:21][C:22]1[S:23][C:24]([CH2:27]Cl)=[CH:25][CH:26]=1, predict the reaction product. The product is: [CH2:1]([O:3][C:4]([N:6]1[CH2:7][CH2:8][CH:9]([C:12]2[C:20]3[C:15](=[CH:16][N:17]=[CH:18][CH:19]=3)[N:14]([CH2:27][C:24]3[S:23][C:22]([Cl:21])=[CH:26][CH:25]=3)[CH:13]=2)[CH2:10][CH2:11]1)=[O:5])[CH3:2]. (2) Given the reactants [Cl:1][C:2]1[CH:7]=[CH:6][N+:5]([O-])=[CH:4][CH:3]=1.F[B-](F)(F)F.[CH3:14][O+:15](C)C.S(OOS([O-])(=O)=O)([O-])(=O)=O.[NH4+].[NH4+], predict the reaction product. The product is: [Cl:1][C:2]1[CH:7]=[CH:6][N:5]=[C:4]([CH2:14][OH:15])[CH:3]=1. (3) Given the reactants Cl[C:2]1[CH:7]=[CH:6][C:5]([N+:8]([O-:10])=[O:9])=[CH:4][N:3]=1.Cl.[F:12][C:13]([F:27])([F:26])[C:14]1[CH:15]=[C:16]([CH:20]2[CH2:25][CH2:24][NH:23][CH2:22][CH2:21]2)[CH:17]=[CH:18][CH:19]=1.C(N(C(C)C)CC)(C)C, predict the reaction product. The product is: [N+:8]([C:5]1[CH:6]=[CH:7][C:2]([N:23]2[CH2:24][CH2:25][CH:20]([C:16]3[CH:17]=[CH:18][CH:19]=[C:14]([C:13]([F:12])([F:26])[F:27])[CH:15]=3)[CH2:21][CH2:22]2)=[N:3][CH:4]=1)([O-:10])=[O:9]. (4) Given the reactants [OH:1][C:2]1[CH:7]=[CH:6][C:5]([CH2:8][CH2:9][C:10](O)=[O:11])=[CH:4][CH:3]=1.[CH3:13][O:14][C:15](=[O:26])[CH:16]([NH2:25])[CH2:17][C:18]1[CH:23]=[CH:22][C:21]([OH:24])=[CH:20][CH:19]=1.C1(N=C=NC2CCCCC2)CCCCC1, predict the reaction product. The product is: [CH3:13][O:14][C:15](=[O:26])[CH:16]([NH:25][C:10](=[O:11])[CH2:9][CH2:8][C:5]1[CH:6]=[CH:7][C:2]([OH:1])=[CH:3][CH:4]=1)[CH2:17][C:18]1[CH:23]=[CH:22][C:21]([OH:24])=[CH:20][CH:19]=1. (5) Given the reactants F[C:2]1[CH:9]=[CH:8][C:5]([C:6]#[N:7])=[C:4]([C:10]([F:13])([F:12])[F:11])[CH:3]=1.[NH2:14][C@@H:15]([C:19]([OH:21])=[O:20])[C@H:16]([CH3:18])[OH:17].C([O-])([O-])=O.[K+].[K+].C(O)(=O)CC(CC(O)=O)(C(O)=O)O, predict the reaction product. The product is: [C:6]([C:5]1[CH:8]=[CH:9][C:2]([NH:14][C@H:15]([C@@H:16]([OH:17])[CH3:18])[C:19]([OH:21])=[O:20])=[CH:3][C:4]=1[C:10]([F:13])([F:12])[F:11])#[N:7]. (6) Given the reactants [Cl:1][C:2]1[CH:7]=[CH:6][CH:5]=[C:4]([F:8])[C:3]=1[NH:9][C:10]1[NH:22][C:21]2[C:16]3[N:17]=[C:18]([CH3:20])[O:19][C:15]=3[C:14]([C:23](OC)=[O:24])=[CH:13][C:12]=2[N:11]=1.[F:27][C:28]1[CH:34]=[CH:33][C:32]([C:35]([F:38])([F:37])[F:36])=[CH:31][C:29]=1[NH2:30].C[Al](C)C, predict the reaction product. The product is: [Cl:1][C:2]1[CH:7]=[CH:6][CH:5]=[C:4]([F:8])[C:3]=1[NH:9][C:10]1[NH:22][C:21]2[C:16]3[N:17]=[C:18]([CH3:20])[O:19][C:15]=3[C:14]([C:23]([NH:30][C:29]3[CH:31]=[C:32]([C:35]([F:36])([F:37])[F:38])[CH:33]=[CH:34][C:28]=3[F:27])=[O:24])=[CH:13][C:12]=2[N:11]=1.